Predict the reaction yield, written as a fraction of the theoretical maximum amount of product (1.0 means a 100% yield; for example, 0.34 means a 34% yield). From a dataset of Reaction yield outcomes from USPTO patents with 853,638 reactions. (1) The product is [N:5]1[C:6]2[C:11](=[CH:10][CH:9]=[CH:8][CH:7]=2)[CH:12]=[CH:13][C:4]=1[CH2:3][C:19]#[N:20]. The reactants are Cl.Cl[CH2:3][C:4]1[CH:13]=[CH:12][C:11]2[C:6](=[CH:7][CH:8]=[CH:9][CH:10]=2)[N:5]=1.C([O-])(O)=O.[Na+].[C-:19]#[N:20].[K+]. The catalyst is CCO.O. The yield is 0.820. (2) The reactants are ClC1C=C2C(C=CN2[C@@H](C)C(O)=O)=CC=1.CN(C(ON1N=NC2C=CC=NC1=2)=[N+](C)C)C.F[P-](F)(F)(F)(F)F.CN1CCNCC1.[S:47]1[CH:51]=[CH:50][N:49]=[C:48]1[NH:52][S:53]([C:56]1[CH:61]=[CH:60][CH:59]=[CH:58][CH:57]=1)(=[O:55])=[O:54].C([O-])(O)=O.[Na+]. The catalyst is CN(C=O)C.C(OCC)(=O)C. The product is [S:47]1[CH:51]=[CH:50][N:49]=[C:48]1[NH:52][S:53]([C:56]1[CH:61]=[CH:60][CH:59]=[CH:58][CH:57]=1)(=[O:55])=[O:54]. The yield is 0.510. (3) The catalyst is C(Cl)Cl. The product is [C:1]1(=[C:8]([C:17]2[CH:22]=[CH:21][C:20]([OH:23])=[CH:19][CH:18]=2)[C:9]2[CH:10]=[CH:11][C:12]([C:13]#[N:14])=[CH:15][CH:16]=2)[CH2:7][CH2:6][CH2:5][CH2:4][CH2:3][CH2:2]1. The reactants are [C:1]1(=[C:8]([C:17]2[CH:22]=[CH:21][C:20]([O:23]C)=[CH:19][CH:18]=2)[C:9]2[CH:16]=[CH:15][C:12]([C:13]#[N:14])=[CH:11][CH:10]=2)[CH2:7][CH2:6][CH2:5][CH2:4][CH2:3][CH2:2]1.B(Br)(Br)Br.O. The yield is 0.860. (4) The reactants are [CH2:1]([C@H:3]1[N:12]([C:13](=[O:22])[C:14]2[CH:19]=[CH:18][C:17]([O:20][CH3:21])=[CH:16][CH:15]=2)[C:11]2[C:6](=[CH:7][CH:8]=[C:9]([F:23])[CH:10]=2)[NH:5][C:4]1=[O:24])[CH3:2].[CH:25](I)([CH3:27])[CH3:26].C(N1C2C(=CC(F)=CC=2)N(C(=O)C2C=CC=C(OC)C=2)[C@H](CC)C1=O)C. No catalyst specified. The product is [CH2:1]([C@H:3]1[N:12]([C:13](=[O:22])[C:14]2[CH:19]=[CH:18][C:17]([O:20][CH3:21])=[CH:16][CH:15]=2)[C:11]2[C:6](=[CH:7][CH:8]=[C:9]([F:23])[CH:10]=2)[N:5]([CH:25]([CH3:27])[CH3:26])[C:4]1=[O:24])[CH3:2]. The yield is 0.540. (5) The reactants are C(OC([N:8]1[CH2:13][CH2:12][CH2:11][CH:10]([C:14]2[N:18]=[C:17]([C:19]3[NH:20][CH:21]=[CH:22][CH:23]=3)[O:16][N:15]=2)[CH2:9]1)=O)(C)(C)C.[Cl:24]CCl. The catalyst is Cl. The product is [ClH:24].[NH:20]1[CH:21]=[CH:22][CH:23]=[C:19]1[C:17]1[O:16][N:15]=[C:14]([CH:10]2[CH2:11][CH2:12][CH2:13][NH:8][CH2:9]2)[N:18]=1. The yield is 1.00. (6) The reactants are C([C:8]([NH2:12])([OH:11])[CH2:9][CH3:10])(OC(C)(C)C)=O.[C:13]([O:16][C:17]1[C:18](=[CH:22][CH:23]=[CH:24][CH:25]=1)[C:19]([OH:21])=[O:20])(=[O:15])[CH3:14].[ClH:26].C(OCC)(=O)C.C(OCC)C. The catalyst is ClCCl. The product is [NH2:12][CH:8]([OH:11])[CH2:9][CH3:10].[ClH:26].[C:13]([O:16][C:17]1[C:18](=[CH:22][CH:23]=[CH:24][CH:25]=1)[C:19]([OH:21])=[O:20])(=[O:15])[CH3:14]. The yield is 0.960.